The task is: Predict the reaction yield, written as a fraction of the theoretical maximum amount of product (1.0 means a 100% yield; for example, 0.34 means a 34% yield).. This data is from Reaction yield outcomes from USPTO patents with 853,638 reactions. (1) The reactants are [F:1][C:2]1[CH:7]=[CH:6][C:5]([O:8][C:9]2[CH:16]=[CH:15][C:14]([CH2:17]O)=[CH:13][C:10]=2[C:11]#[N:12])=[CH:4][C:3]=1[C:19]([F:22])([F:21])[F:20].S(Cl)([Cl:25])=O. The catalyst is C(Cl)Cl. The product is [Cl:25][CH2:17][C:14]1[CH:15]=[CH:16][C:9]([O:8][C:5]2[CH:6]=[CH:7][C:2]([F:1])=[C:3]([C:19]([F:22])([F:21])[F:20])[CH:4]=2)=[C:10]([CH:13]=1)[C:11]#[N:12]. The yield is 0.900. (2) The reactants are C([O:3][C:4](=[O:28])[CH2:5][N:6]1[C:14]2[C:9](=[C:10]([Cl:15])[CH:11]=[CH:12][CH:13]=2)[C:8]2([CH2:19][O:18][C:17]3[CH:20]=[C:21]4[C:25](=[CH:26][C:16]2=3)[CH2:24][CH2:23][O:22]4)[C:7]1=[O:27])C.C(OC(=O)CN1C2C(=CC=CC=2)C2(C3=CC4OCOC=4C=C3OC2)C1=O)C. No catalyst specified. The product is [Cl:15][C:10]1[CH:11]=[CH:12][CH:13]=[C:14]2[C:9]=1[C:8]1([CH2:19][O:18][C:17]3[CH:20]=[C:21]4[C:25](=[CH:26][C:16]1=3)[CH2:24][CH2:23][O:22]4)[C:7](=[O:27])[N:6]2[CH2:5][C:4]([OH:28])=[O:3]. The yield is 0.920. (3) The reactants are [C:1]([C@@H]1CCN(N)C1)([O:3][C:4]([CH3:7])([CH3:6])[CH3:5])=[O:2].[CH2:14]([N:16]([CH2:19][CH3:20])[CH2:17][CH3:18])[CH3:15].ClC1C2[C:26](=[CH:27][C:28]([CH3:32])=[CH:29][CH:30]=2)[N:25]=[C:24]([C:33]2[CH:38]=[CH:37][CH:36]=[CH:35][C:34]=2[OH:39])[N:23]=1.O.C[N:42](C=O)C. The catalyst is C(Cl)Cl. The product is [OH:39][C:34]1[CH:35]=[CH:36][CH:37]=[CH:38][C:33]=1[C:24]1[N:23]=[C:14]([N:16]2[CH2:19][CH2:20][C@@H:18]([NH:42][C:1](=[O:2])[O:3][C:4]([CH3:7])([CH3:6])[CH3:5])[CH2:17]2)[C:15]2[C:26](=[CH:27][C:28]([CH3:32])=[CH:29][CH:30]=2)[N:25]=1. The yield is 0.550. (4) The reactants are [CH3:1][S:2][C:3]1[CH:4]=[C:5]([SH:9])[CH:6]=[CH:7][CH:8]=1.F[C:11]1[CH:18]=[CH:17][C:14]([CH:15]=[O:16])=[CH:13][CH:12]=1.C(=O)([O-])[O-].[K+].[K+]. The catalyst is C(#N)C.O. The product is [CH3:1][S:2][C:3]1[CH:4]=[C:5]([S:9][C:11]2[CH:18]=[CH:17][C:14]([CH:15]=[O:16])=[CH:13][CH:12]=2)[CH:6]=[CH:7][CH:8]=1. The yield is 0.330. (5) The reactants are [CH:1]1([C@@:6]([OH:15])([C:10]2[S:11][CH:12]=[CH:13][CH:14]=2)[C:7]([OH:9])=[O:8])[CH2:5][CH2:4][CH2:3][CH2:2]1.C(N1C=CN=C1)(N1C=CN=C1)=O.O[C@H:29]1[CH:34]2[CH2:35][CH2:36][N:31]([CH2:32][CH2:33]2)[CH2:30]1.O. The catalyst is CN(C=O)C. The product is [N:31]12[CH2:36][CH2:35][CH:34]([CH2:33][CH2:32]1)[C@H:29]([O:8][C:7](=[O:9])[C@:6]([CH:1]1[CH2:5][CH2:4][CH2:3][CH2:2]1)([OH:15])[C:10]1[S:11][CH:12]=[CH:13][CH:14]=1)[CH2:30]2. The yield is 0.476.